This data is from Catalyst prediction with 721,799 reactions and 888 catalyst types from USPTO. The task is: Predict which catalyst facilitates the given reaction. (1) Reactant: [CH3:1][O:2][C:3]([C:5]1[CH:6]=[CH:7][CH:8]=[C:9]2[C:14]=1[NH:13][C:12](=[O:15])[C:11]([CH3:17])([CH3:16])[NH:10]2)=[O:4].CN(C)C=O.[Br:23]N1C(=O)CCC1=O.C(OCC)(=O)C. Product: [Br:23][C:6]1[C:5]([C:3]([O:2][CH3:1])=[O:4])=[C:14]2[C:9]([NH:10][C:11]([CH3:17])([CH3:16])[C:12](=[O:15])[NH:13]2)=[CH:8][CH:7]=1. The catalyst class is: 6. (2) Reactant: [CH3:1][C:2]1[CH:7]=[CH:6][CH:5]=[C:4]([CH3:8])[C:3]=1[CH2:9][N:10]1[C:14]([C:15]([OH:17])=O)=[CH:13][C:12]([B:18]2[O:22][C:21]([CH3:24])([CH3:23])[C:20]([CH3:26])([CH3:25])[O:19]2)=[N:11]1.CN(C(ON1N=NC2C=CC=NC1=2)=[N+](C)C)C.F[P-](F)(F)(F)(F)F.C(N(C(C)C)C(C)C)C.[C:60]1([S:66]([NH2:69])(=[O:68])=[O:67])[CH:65]=[CH:64][CH:63]=[CH:62][CH:61]=1. Product: [C:60]1([S:66]([NH:69][C:15]([C:14]2[N:10]([CH2:9][C:3]3[C:2]([CH3:1])=[CH:7][CH:6]=[CH:5][C:4]=3[CH3:8])[N:11]=[C:12]([B:18]3[O:22][C:21]([CH3:24])([CH3:23])[C:20]([CH3:25])([CH3:26])[O:19]3)[CH:13]=2)=[O:17])(=[O:68])=[O:67])[CH:65]=[CH:64][CH:63]=[CH:62][CH:61]=1. The catalyst class is: 2. (3) Product: [ClH:28].[CH3:25][O:24][C:22](=[O:23])[C:21]1[CH:26]=[CH:27][C:18]([CH2:17][NH:8][NH2:9])=[CH:19][CH:20]=1. The catalyst class is: 12. Reactant: CC(OC([N:8]([CH2:17][C:18]1[CH:27]=[CH:26][C:21]([C:22]([O:24][CH3:25])=[O:23])=[CH:20][CH:19]=1)[NH:9]C(OC(C)(C)C)=O)=O)(C)C.[ClH:28]. (4) Reactant: B(F)(F)F.CCOCC.[C:10](#[N:14])[CH2:11][C:12]#[N:13].[N+](=[CH:17][C:18]([C:20]1[CH:25]=[CH:24][CH:23]=[CH:22][CH:21]=1)=[O:19])=[N-]. Product: [C:20]1([C:18]2[O:19][C:12]([CH2:11][C:10]#[N:14])=[N:13][CH:17]=2)[CH:25]=[CH:24][CH:23]=[CH:22][CH:21]=1. The catalyst class is: 2.